The task is: Predict the product of the given reaction.. This data is from Forward reaction prediction with 1.9M reactions from USPTO patents (1976-2016). (1) Given the reactants [F:1][C:2]([F:18])([F:17])[C:3]1[CH:8]=[CH:7][C:6]([C:9]2[CH:16]=[CH:15][C:12]([CH:13]=O)=[CH:11][CH:10]=2)=[CH:5][CH:4]=1.[CH3:19][NH2:20].S([O-])([O-])(=O)=O.[Mg+2].[BH4-].[Na+], predict the reaction product. The product is: [CH3:19][NH:20][CH2:13][C:12]1[CH:15]=[CH:16][C:9]([C:6]2[CH:7]=[CH:8][C:3]([C:2]([F:18])([F:17])[F:1])=[CH:4][CH:5]=2)=[CH:10][CH:11]=1. (2) Given the reactants [OH:1][C:2]([C:4]([F:7])([F:6])[F:5])=[O:3].[CH2:8]([N:15]1[CH2:24][CH2:23][C:22]2[C:17](=[N:18][C:19](Cl)=[C:20]([NH:25][CH2:26][CH:27]([F:29])[F:28])[N:21]=2)[CH2:16]1)[C:9]1[CH:14]=[CH:13][CH:12]=[CH:11][CH:10]=1.Cl.[F:32][C:33]1[CH:45]=[C:44]([F:46])[CH:43]=[CH:42][C:34]=1[O:35][CH:36]1[CH2:41][CH2:40][NH:39][CH2:38][CH2:37]1.CC(C)([O-])C.[Na+], predict the reaction product. The product is: [CH2:8]([N:15]1[CH2:24][CH2:23][C:22]2[C:17](=[N:18][C:19]([N:39]3[CH2:38][CH2:37][CH:36]([O:35][C:34]4[CH:42]=[CH:43][C:44]([F:46])=[CH:45][C:33]=4[F:32])[CH2:41][CH2:40]3)=[C:20]([NH:25][CH2:26][CH:27]([F:29])[F:28])[N:21]=2)[CH2:16]1)[C:9]1[CH:14]=[CH:13][CH:12]=[CH:11][CH:10]=1.[C:2]([OH:3])([C:4]([F:7])([F:6])[F:5])=[O:1].